Predict the reactants needed to synthesize the given product. From a dataset of Full USPTO retrosynthesis dataset with 1.9M reactions from patents (1976-2016). (1) Given the product [CH3:30][Si:29]([CH3:32])([CH3:31])[O:20][CH:19]([C:14]1[CH:13]=[CH:12][C:11]2[C:16](=[CH:17][CH:18]=[C:9]([O:8][C@H:5]3[CH2:4][CH2:3][C@@H:2]([CH3:1])[CH2:7][CH2:6]3)[C:10]=2[C:21]([F:22])([F:23])[F:24])[CH:15]=1)[C:21]([F:24])([F:23])[F:22], predict the reactants needed to synthesize it. The reactants are: [CH3:1][C@@H:2]1[CH2:7][CH2:6][C@H:5]([O:8][C:9]2[C:10]([C:21]([F:24])([F:23])[F:22])=[C:11]3[C:16](=[CH:17][CH:18]=2)[CH:15]=[C:14]([CH:19]=[O:20])[CH:13]=[CH:12]3)[CH2:4][CH2:3]1.FC([Si:29]([CH3:32])([CH3:31])[CH3:30])(F)F. (2) Given the product [CH3:22][O:23][CH2:2][CH2:1][N:3]([CH3:20])[CH2:4][C:5]([C:14]1[CH:19]=[CH:18][CH:17]=[CH:16][CH:15]=1)([C:8]1[CH:13]=[CH:12][CH:11]=[CH:10][CH:9]=1)[CH2:6][NH2:7], predict the reactants needed to synthesize it. The reactants are: [CH2:1]([N:3]([CH2:20]C)[CH2:4][C:5]([C:14]1[CH:19]=[CH:18][CH:17]=[CH:16][CH:15]=1)([C:8]1[CH:13]=[CH:12][CH:11]=[CH:10][CH:9]=1)[CH2:6][NH2:7])[CH3:2].[CH3:22][O:23]CCNC.